From a dataset of Full USPTO retrosynthesis dataset with 1.9M reactions from patents (1976-2016). Predict the reactants needed to synthesize the given product. (1) Given the product [CH:10]1([NH:16][C:17]([NH:9][CH:1]2[CH2:8][CH2:7][CH2:6][CH2:5][CH2:4][CH2:3][CH2:2]2)=[O:18])[CH2:15][CH2:14][CH2:13][CH2:12][CH2:11]1, predict the reactants needed to synthesize it. The reactants are: [CH:1]1([NH2:9])[CH2:8][CH2:7][CH2:6][CH2:5][CH2:4][CH2:3][CH2:2]1.[CH:10]1([N:16]=[C:17]=[O:18])[CH2:15][CH2:14][CH2:13][CH2:12][CH2:11]1. (2) The reactants are: [F:1][C:2]1[CH:10]=[CH:9][C:5]([C:6](Cl)=O)=[CH:4][CH:3]=1.[Cl:11][C:12]1[CH:13]=[N:14][CH:15]=[CH:16][C:17]=1[C:18]1[C:23]([C:24]2[CH:29]=[CH:28][N:27]=[CH:26][C:25]=2[F:30])=[CH:22][C:21]([NH2:31])=[C:20]([NH2:32])[N:19]=1. Given the product [Cl:11][C:12]1[CH:13]=[N:14][CH:15]=[CH:16][C:17]=1[C:18]1[N:19]=[C:20]2[NH:32][C:6]([C:5]3[CH:9]=[CH:10][C:2]([F:1])=[CH:3][CH:4]=3)=[N:31][C:21]2=[CH:22][C:23]=1[C:24]1[CH:29]=[CH:28][N:27]=[CH:26][C:25]=1[F:30], predict the reactants needed to synthesize it.